Task: Predict the product of the given reaction.. Dataset: Forward reaction prediction with 1.9M reactions from USPTO patents (1976-2016) (1) Given the reactants C([Li])CCC.Br[C:7]1[CH:12]=[CH:11][CH:10]=[CH:9][CH:8]=1.[Br:13][C:14]1[CH:15]=[C:16]([CH3:22])[C:17](I)=[C:18]([CH3:20])[CH:19]=1, predict the reaction product. The product is: [Br:13][C:14]1[CH:15]=[C:16]([CH3:22])[C:17]([C:7]2[CH:12]=[CH:11][CH:10]=[CH:9][CH:8]=2)=[C:18]([CH3:20])[CH:19]=1. (2) The product is: [CH:30]1([C:28]([NH:27][C@@H:26]2[C@H:22]3[O:21][CH2:20][C@H:19]([NH:18][C:11](=[O:13])[C:10]4[CH:14]=[CH:15][CH:16]=[C:8]([O:7][C:4]5[CH:3]=[CH:2][C:1]([CH3:17])=[CH:6][CH:5]=5)[CH:9]=4)[C@H:23]3[O:24][CH2:25]2)=[O:29])[CH2:31][CH2:32]1. Given the reactants [C:1]1([CH3:17])[CH:6]=[CH:5][C:4]([O:7][C:8]2[CH:9]=[C:10]([CH:14]=[CH:15][CH:16]=2)[C:11]([OH:13])=O)=[CH:3][CH:2]=1.[NH2:18][C@@H:19]1[C@H:23]2[O:24][CH2:25][C@H:26]([NH:27][C:28]([CH:30]3[CH2:32][CH2:31]3)=[O:29])[C@H:22]2[O:21][CH2:20]1, predict the reaction product.